This data is from Full USPTO retrosynthesis dataset with 1.9M reactions from patents (1976-2016). The task is: Predict the reactants needed to synthesize the given product. (1) Given the product [O:1]1[CH2:6][CH2:5][CH2:4][CH2:3][CH:2]1[O:7][CH2:8][C:9]#[C:10][CH2:11][OH:12], predict the reactants needed to synthesize it. The reactants are: [O:1]1[CH:6]=[CH:5][CH2:4][CH2:3][C:2]1=[O:7].[CH2:8](O)[C:9]#[C:10][CH2:11][OH:12].CC1C=CC(S(O)(=O)=O)=CC=1.C(=O)(O)[O-].[Na+].C(=O)([O-])[O-].[K+].[K+]. (2) Given the product [F:1][C:2]1[CH:7]=[C:6]([N+:8]([O-:10])=[O:9])[CH:5]=[CH:4][C:3]=1[N:11]1[CH:15]=[C:14]2[CH2:16][N:17]([C:19]3[N:22]=[N:23][NH:24][N:27]=3)[CH2:18][C:13]2=[N:12]1, predict the reactants needed to synthesize it. The reactants are: [F:1][C:2]1[CH:7]=[C:6]([N+:8]([O-:10])=[O:9])[CH:5]=[CH:4][C:3]=1[N:11]1[CH:15]=[C:14]2[CH2:16][N:17]([CH2:19]C#N)[CH2:18][C:13]2=[N:12]1.[N-:22]=[N+:23]=[N-:24].[Na+].[Cl-].[NH4+:27]. (3) Given the product [Si:11]([O:1][C:2]1[CH:10]=[CH:9][C:5]([C:6]([OH:8])=[O:7])=[CH:4][CH:3]=1)([C:14]([CH3:17])([CH3:16])[CH3:15])([CH3:13])[CH3:12], predict the reactants needed to synthesize it. The reactants are: [OH:1][C:2]1[CH:10]=[CH:9][C:5]([C:6]([OH:8])=[O:7])=[CH:4][CH:3]=1.[Si:11](Cl)([C:14]([CH3:17])([CH3:16])[CH3:15])([CH3:13])[CH3:12].N1C=CN=C1.C(=O)([O-])[O-].[K+].[K+]. (4) Given the product [F:1][C:2]1[CH:3]=[C:4]([CH:17]=[CH:18][CH:19]=1)[CH2:5][NH:6][C:7]([NH:9][C:10]1[S:11][CH:12]=[C:13]([CH:15]=[O:16])[N:14]=1)=[O:8], predict the reactants needed to synthesize it. The reactants are: [F:1][C:2]1[CH:3]=[C:4]([CH:17]=[CH:18][CH:19]=1)[CH2:5][NH:6][C:7]([NH:9][C:10]1[S:11][CH:12]=[C:13]([CH2:15][OH:16])[N:14]=1)=[O:8].CC(OI1(OC(C)=O)(OC(C)=O)OC(=O)C2C=CC=CC1=2)=O. (5) Given the product [O:27]([CH2:26][C:9]1[N:10]([CH2:14][C:15]2[CH:16]=[CH:17][C:18]([S:21][C:22]([F:25])([F:24])[F:23])=[CH:19][CH:20]=2)[C:11]2[C:7]([CH:8]=1)=[CH:6][C:5]([C:3]([OH:4])=[O:2])=[CH:13][CH:12]=2)[C:28]1[CH:33]=[CH:32][CH:31]=[CH:30][CH:29]=1, predict the reactants needed to synthesize it. The reactants are: C[O:2][C:3]([C:5]1[CH:6]=[C:7]2[C:11](=[CH:12][CH:13]=1)[N:10]([CH2:14][C:15]1[CH:20]=[CH:19][C:18]([S:21][C:22]([F:25])([F:24])[F:23])=[CH:17][CH:16]=1)[C:9]([CH2:26][O:27][C:28]1[CH:33]=[CH:32][CH:31]=[CH:30][CH:29]=1)=[CH:8]2)=[O:4].[OH-].[Na+]. (6) Given the product [Cl:29][C:30]1[CH:35]=[C:34]([C:2]2[CH:3]=[C:4]3[C:9](=[CH:10][CH:11]=2)[N:8]=[CH:7][C:6]([C:12]([CH:14]2[CH2:15][CH2:16]2)=[O:13])=[C:5]3[N:17]2[CH2:18][CH2:19][CH:20]([CH2:23][N:24]3[CH2:25][CH2:26][CH2:27][CH2:28]3)[CH2:21][CH2:22]2)[CH:33]=[C:32]([O:45][CH3:46])[C:31]=1[OH:47], predict the reactants needed to synthesize it. The reactants are: Br[C:2]1[CH:3]=[C:4]2[C:9](=[CH:10][CH:11]=1)[N:8]=[CH:7][C:6]([C:12]([CH:14]1[CH2:16][CH2:15]1)=[O:13])=[C:5]2[N:17]1[CH2:22][CH2:21][CH:20]([CH2:23][N:24]2[CH2:28][CH2:27][CH2:26][CH2:25]2)[CH2:19][CH2:18]1.[Cl:29][C:30]1[CH:35]=[C:34](B2OC(C)(C)C(C)(C)O2)[CH:33]=[C:32]([O:45][CH3:46])[C:31]=1[OH:47]. (7) Given the product [C:26]1([C:17]2[CH:18]=[CH:19][CH:20]=[CH:21][CH:22]=2)[CH:27]=[CH:28][C:29]([C:6]([N:8]2[CH2:15][C:14](=[CH2:16])[CH2:13][C@H:9]2[C:10]([NH:38][CH2:37][C:33]2[O:32][CH:36]=[CH:35][CH:34]=2)=[O:12])=[O:7])=[CH:30][CH:31]=1, predict the reactants needed to synthesize it. The reactants are: C(O[C:6]([N:8]1[CH2:15][C:14](=[CH2:16])[CH2:13][C@H:9]1[C:10]([OH:12])=O)=[O:7])(C)(C)C.[C:17]1([C:26]2[CH:31]=[CH:30][CH:29]=[CH:28][CH:27]=2)[CH:22]=[CH:21][C:20](C(Cl)=O)=[CH:19][CH:18]=1.[O:32]1[CH:36]=[CH:35][CH:34]=[C:33]1[CH2:37][NH2:38]. (8) Given the product [CH:1](=[N:8][C:9](=[O:36])[N:10]([CH2:13][C:14]1[CH:19]=[C:18]([C:20]([F:22])([F:23])[F:21])[CH:17]=[CH:16][C:15]=1[C:24]1[C:29]([O:30][CH3:31])=[CH:28][CH:27]=[C:26]([CH2:32][C:33]([OH:35])=[O:34])[CH:25]=1)[CH2:11][CH3:12])[C:2]1[CH:3]=[CH:4][CH:5]=[CH:6][CH:7]=1, predict the reactants needed to synthesize it. The reactants are: [CH2:1]([NH:8][C:9](=[O:36])[N:10]([CH2:13][C:14]1[CH:19]=[C:18]([C:20]([F:23])([F:22])[F:21])[CH:17]=[CH:16][C:15]=1[C:24]1[C:29]([O:30][CH3:31])=[CH:28][CH:27]=[C:26]([CH2:32][C:33]([OH:35])=[O:34])[CH:25]=1)[CH2:11][CH3:12])[C:2]1[CH:7]=[CH:6][CH:5]=[CH:4][CH:3]=1.C1C(=O)NC(=O)N([C@@H]2O[C@H](COP(OP(O[C@H]3O[C@H](C(O)=O)[C@@H](O)[C@H](O)[C@H]3O)(O)=O)(O)=O)[C@@H](O)[C@H]2O)C=1.C(N(CC1C=C(C(F)(F)F)C=CC=1C1C(OC)=CC=C(CC(O)=O)C=1)C(N)=O)C.C(NC(=O)NCC1C=C(C(F)(F)F)C=CC=1C1C(OC)=CC=C(CC(O)=O)C=1)C1C=CC=CC=1.C(NC(=O)N(CC1C=C(C(F)(F)F)C=CC=1C1C(O)=CC=C(CC(O)=O)C=1)CC)C1C=CC=CC=1.